This data is from Forward reaction prediction with 1.9M reactions from USPTO patents (1976-2016). The task is: Predict the product of the given reaction. (1) Given the reactants [ClH:1].[C:2]([C:4]1[CH:11]=[CH:10][C:7]([CH2:8][NH2:9])=[CH:6][CH:5]=1)#[N:3], predict the reaction product. The product is: [ClH:1].[C:2]([C:4]1[CH:11]=[CH:10][C:7]([CH2:8][NH2:9])=[CH:6][CH:5]=1)#[N:3]. (2) Given the reactants [F:1][C:2]1[C:3]([CH3:25])=[C:4]([C@:8]2([C:21]([O:23][CH3:24])=[O:22])[CH2:12][CH2:11][C:10](OS(C(F)(F)F)(=O)=O)=[CH:9]2)[CH:5]=[CH:6][CH:7]=1.[F:26][CH:27]([F:42])[N:28]1[CH:32]=[C:31](B2OC(C)(C)C(C)(C)O2)[CH:30]=[N:29]1, predict the reaction product. The product is: [F:26][CH:27]([F:42])[N:28]1[CH:32]=[C:31]([C:10]2[CH2:11][CH2:12][C@:8]([C:4]3[CH:5]=[CH:6][CH:7]=[C:2]([F:1])[C:3]=3[CH3:25])([C:21]([O:23][CH3:24])=[O:22])[CH:9]=2)[CH:30]=[N:29]1. (3) The product is: [F:12][C:13]1[CH:18]=[CH:17][C:16]([N+:19]([O-:21])=[O:20])=[C:15]([CH:14]=1)[O:22][CH2:23][C:24]1([CH3:26])[CH2:25][O:6]1. Given the reactants ClC1C=C(C=CC=1)C(OO)=[O:6].[F:12][C:13]1[CH:18]=[CH:17][C:16]([N+:19]([O-:21])=[O:20])=[C:15]([O:22][CH2:23][C:24]([CH3:26])=[CH2:25])[CH:14]=1.[OH-].[Na+], predict the reaction product.